This data is from Reaction yield outcomes from USPTO patents with 853,638 reactions. The task is: Predict the reaction yield, written as a fraction of the theoretical maximum amount of product (1.0 means a 100% yield; for example, 0.34 means a 34% yield). (1) The reactants are [OH:1][C:2]1[C:11]([CH3:12])=[C:10]([O:13][CH2:14][O:15][CH3:16])[CH:9]=[CH:8][C:3]=1[C:4]([O:6][CH3:7])=[O:5].C(=O)([O-])[O-].[K+].[K+].[Cl:23][C:24]1[CH:31]=[C:30]([Cl:32])[CH:29]=[CH:28][C:25]=1[CH2:26]Cl.O. The catalyst is CN(C)C=O.C(OCC)(=O)C. The product is [Cl:23][C:24]1[CH:31]=[C:30]([Cl:32])[CH:29]=[CH:28][C:25]=1[CH2:26][O:1][C:2]1[C:11]([CH3:12])=[C:10]([O:13][CH2:14][O:15][CH3:16])[CH:9]=[CH:8][C:3]=1[C:4]([O:6][CH3:7])=[O:5]. The yield is 0.900. (2) The reactants are C1COCC1.[Cl:6][C:7]1[CH:17]=[CH:16][CH:15]=[C:14]([Cl:18])[C:8]=1[CH2:9][O:10][CH2:11][CH2:12][OH:13].[Br:19][CH2:20][CH2:21][CH2:22][CH2:23][CH2:24][CH2:25]Br.CCOC(C)=O.CCCCCC. The product is [Br:19][CH2:20][CH2:21][CH2:22][CH2:23][CH2:24][CH2:25][O:13][CH2:12][CH2:11][O:10][CH2:9][C:8]1[C:7]([Cl:6])=[CH:17][CH:16]=[CH:15][C:14]=1[Cl:18]. The yield is 0.770. The catalyst is [Br-].C([N+](CCCC)(CCCC)CCCC)CCC.C1(C)C=CC=CC=1.O. (3) The reactants are [C:1](Cl)(=[O:6])[CH2:2][C:3](Cl)=[O:4].[CH:8]1([N:14](CCC2CC2)[C:15]([NH2:17])=[O:16])[CH2:13][CH2:12][CH2:11][CH2:10][CH2:9]1.C[CH2:24][CH2:25][CH2:26][CH2:27][CH3:28].C(OCC)(=O)C.CCCCCC. The catalyst is ClCCl. The product is [CH:8]1([N:14]2[C:3](=[O:4])[CH2:2][C:1](=[O:6])[N:17]([CH2:28][CH2:27][CH:26]3[CH2:25][CH2:24]3)[C:15]2=[O:16])[CH2:9][CH2:10][CH2:11][CH2:12][CH2:13]1. The yield is 0.350. (4) The reactants are [NH2:1][C:2]1[CH:3]=[C:4]2[C:8](=[CH:9][CH:10]=1)[N:7]([CH2:11][CH2:12][N:13]([CH3:15])[CH3:14])[C:6]([CH3:16])=[CH:5]2.[Cl:17][C:18]1[N:19]=[C:20]2[N:24]([C:25]=1[S:26](Cl)(=[O:28])=[O:27])[CH:23]=[CH:22][S:21]2. No catalyst specified. The product is [Cl:17][C:18]1[N:19]=[C:20]2[N:24]([C:25]=1[S:26]([NH:1][C:2]1[CH:3]=[C:4]3[C:8](=[CH:9][CH:10]=1)[N:7]([CH2:11][CH2:12][N:13]([CH3:15])[CH3:14])[C:6]([CH3:16])=[CH:5]3)(=[O:28])=[O:27])[CH:23]=[CH:22][S:21]2. The yield is 0.370. (5) The yield is 0.570. The product is [CH3:16][NH:17][C:18](=[O:33])[C:19]1[CH:24]=[CH:23][C:22]([N:25]2[C:2](=[S:3])[N:1]([C:4]3[CH:11]=[CH:10][C:7]([C:8]#[N:9])=[C:6]([C:12]([F:13])([F:15])[F:14])[CH:5]=3)[C:30](=[O:35])[C:26]32[CH2:29][CH2:28][CH2:27]3)=[CH:21][C:20]=1[F:32]. The reactants are [N:1]([C:4]1[CH:11]=[CH:10][C:7]([C:8]#[N:9])=[C:6]([C:12]([F:15])([F:14])[F:13])[CH:5]=1)=[C:2]=[S:3].[CH3:16][NH:17][C:18](=[O:33])[C:19]1[CH:24]=[CH:23][C:22]([NH:25][C:26]2([C:30]#N)[CH2:29][CH2:28][CH2:27]2)=[CH:21][C:20]=1[F:32].C[OH:35].Cl. The catalyst is CN(C=O)C.O. (6) The reactants are [Cl:1][C:2]1[CH:3]=[CH:4][C:5]([C:20]([F:23])([F:22])[F:21])=[C:6]([CH:19]=1)[CH2:7][N:8]1[CH2:13][CH2:12][NH:11][C:10]2[N:14]=[CH:15][C:16](I)=[CH:17][C:9]1=2.[CH3:24][N:25]1[CH:29]=[C:28](B2OC(C)(C)C(C)(C)O2)[CH:27]=[N:26]1. No catalyst specified. The product is [Cl:1][C:2]1[CH:3]=[CH:4][C:5]([C:20]([F:23])([F:22])[F:21])=[C:6]([CH:19]=1)[CH2:7][N:8]1[CH2:13][CH2:12][NH:11][C:10]2[N:14]=[CH:15][C:16]([C:28]3[CH:27]=[N:26][N:25]([CH3:24])[CH:29]=3)=[CH:17][C:9]1=2. The yield is 0.740. (7) The reactants are [CH2:1]([O:8][C:9]([N:11]1[CH2:16][CH2:15][N:14]2[C:17]([CH3:23])=[C:18]([C:20](O)=O)[N:19]=[C:13]2[CH2:12]1)=[O:10])[C:2]1[CH:7]=[CH:6][CH:5]=[CH:4][CH:3]=1.C(Cl)(=O)C(Cl)=O.[Cl:30][C:31]1[CH:32]=[C:33]([CH:38]=[CH:39][C:40]=1[O:41][CH:42]([CH3:44])[CH3:43])/[C:34](=[N:36]\[OH:37])/[NH2:35].C(Cl)(=O)C. The catalyst is C(Cl)Cl.N1C=CC=CC=1.CN(C=O)C. The product is [CH2:1]([O:8][C:9]([N:11]1[CH2:16][CH2:15][N:14]2[C:17]([CH3:23])=[C:18]([C:20]3[O:37][N:36]=[C:34]([C:33]4[CH:38]=[CH:39][C:40]([O:41][CH:42]([CH3:44])[CH3:43])=[C:31]([Cl:30])[CH:32]=4)[N:35]=3)[N:19]=[C:13]2[CH2:12]1)=[O:10])[C:2]1[CH:3]=[CH:4][CH:5]=[CH:6][CH:7]=1. The yield is 0.290.